From a dataset of Reaction yield outcomes from USPTO patents with 853,638 reactions. Predict the reaction yield, written as a fraction of the theoretical maximum amount of product (1.0 means a 100% yield; for example, 0.34 means a 34% yield). (1) The reactants are S(OCC)(O[CH2:5][CH3:6])(=O)=O.[OH:10][C:11](=[CH:15][C:16]1[CH:21]=[CH:20][CH:19]=[C:18]([N+:22]([O-:24])=[O:23])[CH:17]=1)[C:12]([OH:14])=O.[C:25](=O)([O-])[O-].[Cs+].[Cs+].CN([CH:34]=[O:35])C. No catalyst specified. The product is [CH2:5]([O:10][C:11](=[CH:15][C:16]1[CH:21]=[CH:20][CH:19]=[C:18]([N+:22]([O-:24])=[O:23])[CH:17]=1)[C:12]([O:35][CH2:34][CH3:25])=[O:14])[CH3:6]. The yield is 0.720. (2) The reactants are [C:1](OC=C)(=O)[CH3:2].[CH3:7]CCC[Sn](Cl)(O[Sn](Cl)(CCCC)CCCC)CCCC.[C:28]([O:31][CH2:32][C:33]1[CH:38]=[C:37]([OH:39])[C:36]([C:40]([C:42]2[CH:47]=[CH:46][C:45]([O:48][CH3:49])=[CH:44][CH:43]=2)=O)=[C:35](Cl)[CH:34]=1)(=[O:30])[CH3:29]. The catalyst is O1CCCC1. The product is [C:28]([O:31][CH2:32][C:33]1[CH:34]=[C:35]([CH3:7])[C:36]([CH2:40][C:42]2[CH:47]=[CH:46][C:45]([O:48][CH:49]3[CH2:2][CH2:1]3)=[CH:44][CH:43]=2)=[C:37]([OH:39])[CH:38]=1)(=[O:30])[CH3:29]. The yield is 0.840. (3) The reactants are [CH2:1]([C:5]1[N:6]=[C:7]([CH3:34])[N:8]([C:27]2[CH:32]=[CH:31][C:30]([OH:33])=[CH:29][CH:28]=2)[C:9](=[O:26])[C:10]=1[CH2:11][C:12]1[CH:17]=[CH:16][C:15]([C:18]2[C:19]([C:24]#[N:25])=[CH:20][CH:21]=[CH:22][CH:23]=2)=[CH:14][CH:13]=1)[CH2:2][CH2:3][CH3:4].Br[C:36]([CH3:43])([CH3:42])[C:37]([O:39][CH2:40][CH3:41])=[O:38].C(=O)([O-])[O-].[Cs+].[Cs+]. The catalyst is CC(N(C)C)=O.C(OCC)(=O)C. The product is [CH2:1]([C:5]1[N:6]=[C:7]([CH3:34])[N:8]([C:27]2[CH:32]=[CH:31][C:30]([O:33][C:36]([CH3:43])([CH3:42])[C:37]([O:39][CH2:40][CH3:41])=[O:38])=[CH:29][CH:28]=2)[C:9](=[O:26])[C:10]=1[CH2:11][C:12]1[CH:13]=[CH:14][C:15]([C:18]2[CH:23]=[CH:22][CH:21]=[CH:20][C:19]=2[C:24]#[N:25])=[CH:16][CH:17]=1)[CH2:2][CH2:3][CH3:4]. The yield is 0.740. (4) The reactants are Cl[C:2]1[C:7]([F:8])=[CH:6][CH:5]=[C:4](Cl)[C:3]=1[CH:10]([O:12][C:13]1[C:14]([NH2:28])=[N:15][CH:16]=[C:17]([B:19]2[O:23][C:22]([CH3:25])([CH3:24])[C:21]([CH3:27])([CH3:26])[O:20]2)[CH:18]=1)[CH3:11].BrC1C=C(OC(C2C=C(F)C=CC=2[CH:47]([F:49])[F:48])C)C(N)=NC=1. The yield is 0.540. No catalyst specified. The product is [F:48][CH:47]([F:49])[C:4]1[CH:5]=[CH:6][C:7]([F:8])=[CH:2][C:3]=1[CH:10]([O:12][C:13]1[C:14]([NH2:28])=[N:15][CH:16]=[C:17]([B:19]2[O:20][C:21]([CH3:27])([CH3:26])[C:22]([CH3:25])([CH3:24])[O:23]2)[CH:18]=1)[CH3:11].